Dataset: Forward reaction prediction with 1.9M reactions from USPTO patents (1976-2016). Task: Predict the product of the given reaction. (1) Given the reactants [CH2:1]([C:3]1([CH2:22]C)[C:15]2[CH:14]=[C:13]([N+:16]([O-])=O)[CH:12]=[CH:11][C:10]=2[C:9]2[C:4]1=[CH:5][C:6]([N+:19]([O-])=O)=[CH:7][CH:8]=2)C.O.NN, predict the reaction product. The product is: [CH3:1][C:3]1([CH3:22])[C:4]2[CH:5]=[C:6]([NH2:19])[CH:7]=[CH:8][C:9]=2[C:10]2[C:15]1=[CH:14][C:13]([NH2:16])=[CH:12][CH:11]=2. (2) Given the reactants [Br:1][C:2]1[CH:3]=[CH:4][C:5]([CH:11]=[O:12])=[C:6]([CH:10]=1)[C:7](O)=[O:8].Cl.[CH3:14][N:15](C)[CH2:16]CCN=C=NCC.ClCCl.CNC, predict the reaction product. The product is: [Br:1][C:2]1[CH:3]=[CH:4][C:5]([CH:11]=[O:12])=[C:6]([CH:10]=1)[C:7]([N:15]([CH3:16])[CH3:14])=[O:8].